From a dataset of Catalyst prediction with 721,799 reactions and 888 catalyst types from USPTO. Predict which catalyst facilitates the given reaction. Reactant: CC(C)([O-])C.[K+].[C:7]([O:11][C:12](=[O:31])[NH:13][C:14]([CH3:30])([CH3:29])[CH2:15][N:16]([C:25](=[O:28])[CH2:26]Br)[C:17]1[CH:22]=[C:21]([F:23])[CH:20]=[CH:19][C:18]=1[Cl:24])([CH3:10])([CH3:9])[CH3:8].[Cl-].[NH4+]. Product: [C:7]([O:11][C:12]([N:13]1[CH2:26][C:25](=[O:28])[N:16]([C:17]2[CH:22]=[C:21]([F:23])[CH:20]=[CH:19][C:18]=2[Cl:24])[CH2:15][C:14]1([CH3:30])[CH3:29])=[O:31])([CH3:10])([CH3:9])[CH3:8]. The catalyst class is: 30.